From a dataset of Catalyst prediction with 721,799 reactions and 888 catalyst types from USPTO. Predict which catalyst facilitates the given reaction. (1) Reactant: [OH:1][C:2]1([C:15]2[S:16][CH:17]=[C:18]([CH2:20][O:21][C:22]3[C:27]4[CH:28]=[C:29]([C:31]5[N:32]=[C:33]6[N:37]([CH:38]=5)[N:36]=[C:35]([O:39][CH3:40])[S:34]6)[O:30][C:26]=4[CH:25]=[C:24]([O:41][CH3:42])[CH:23]=3)[N:19]=2)[CH2:7][CH2:6][N:5]([C:8]([O:10]C(C)(C)C)=O)[CH2:4][CH2:3]1.[C:43](O)([C:45](F)(F)F)=O.F[C:51](F)(F)[C:52](O)=O.CO[C:59]1C=C(OCC2N=C(C3(O)CCNCC3)SC=2)C2C=C(C3N=C4N(C=3)N=C(OC)S4)OC=2[CH:60]=1.COC1C=C(OCC2N=C(C3(O)CCNCC3)SC=2)C2C=C(C3N=C4N(C=3)N=C(OC)S4)OC=2C=1.CCN(C(C)C)C(C)C.C(O)(=O)C1C=CC=CC=1.CN(C(ON1N=NC2C=CC=NC1=2)=[N+](C)C)C.F[P-](F)(F)(F)(F)F. Product: [OH:1][C:2]1([C:15]2[S:16][CH:17]=[C:18]([CH2:20][O:21][C:22]3[C:27]4[CH:28]=[C:29]([C:31]5[N:32]=[C:33]6[N:37]([CH:38]=5)[N:36]=[C:35]([O:39][CH3:40])[S:34]6)[O:30][C:26]=4[CH:25]=[C:24]([O:41][CH3:42])[CH:23]=3)[N:19]=2)[CH2:3][CH2:4][N:5]([C:8]([C:45]2[CH:43]=[CH:52][CH:51]=[CH:60][CH:59]=2)=[O:10])[CH2:6][CH2:7]1. The catalyst class is: 59. (2) Reactant: COC1C=CC(C[N:8]([C:16]2[S:17][C:18]([C:22]3[CH:23]=[C:24]4[C:29](=[CH:30][CH:31]=3)[CH:28]=[N:27][CH:26]=[CH:25]4)=[C:19]([Cl:21])[N:20]=2)C(=O)OC(C)(C)C)=CC=1. Product: [Cl:21][C:19]1[N:20]=[C:16]([NH2:8])[S:17][C:18]=1[C:22]1[CH:23]=[C:24]2[C:29](=[CH:30][CH:31]=1)[CH:28]=[N:27][CH:26]=[CH:25]2. The catalyst class is: 52. (3) Reactant: [Br:1]Br.[F:3][C:4]([F:20])([F:19])[C:5]1[CH:10]=[CH:9][C:8]([S:11]([N:14]2[CH:18]=[CH:17][CH:16]=[CH:15]2)(=[O:13])=[O:12])=[CH:7][CH:6]=1.[OH-].[Na+]. Product: [Br:1][C:16]1[CH:17]=[CH:18][N:14]([S:11]([C:8]2[CH:7]=[CH:6][C:5]([C:4]([F:3])([F:19])[F:20])=[CH:10][CH:9]=2)(=[O:13])=[O:12])[CH:15]=1. The catalyst class is: 699. (4) Reactant: [F:1][C:2]([F:15])([F:14])[C:3]1[CH:4]=[CH:5][CH:6]=[C:7]2[C:12]=1[N:11]=[CH:10][CH:9]=[C:8]2[OH:13].C([O-])([O-])=O.[Cs+].[Cs+].Br[CH2:23][CH2:24][CH2:25][CH2:26][CH2:27][O:28][C:29]1[C:30](=[O:37])[CH:31]=[C:32]([CH2:35][OH:36])[O:33][CH:34]=1.O. Product: [F:15][C:2]([F:1])([F:14])[C:3]1[CH:4]=[CH:5][CH:6]=[C:7]2[C:12]=1[N:11]=[CH:10][CH:9]=[C:8]2[O:13][CH2:23][CH2:24][CH2:25][CH2:26][CH2:27][O:28][C:29]1[C:30](=[O:37])[CH:31]=[C:32]([CH2:35][OH:36])[O:33][CH:34]=1. The catalyst class is: 3. (5) Reactant: C[N:2]([CH:4]=[C:5]1[CH2:17][CH2:16][C:15]2[C:14]3[C:9](=[CH:10][CH:11]=[C:12]([N+:18]([O-:20])=[O:19])[CH:13]=3)[NH:8][C:7]=2[C:6]1=O)C.O.[NH2:23]N. Product: [N+:18]([C:12]1[CH:13]=[C:14]2[C:9](=[CH:10][CH:11]=1)[NH:8][C:7]1[C:6]3=[N:23][NH:2][CH:4]=[C:5]3[CH2:17][CH2:16][C:15]2=1)([O-:20])=[O:19]. The catalyst class is: 737.